From a dataset of Forward reaction prediction with 1.9M reactions from USPTO patents (1976-2016). Predict the product of the given reaction. (1) Given the reactants [F:1][C:2]1[C:10]([O:11][C:12]2[C:21]3[C:16](=[CH:17][C:18]([O:24][CH2:25][CH2:26][CH2:27][C:28](O)=[O:29])=[C:19]([O:22][CH3:23])[CH:20]=3)[N:15]=[CH:14][N:13]=2)=[CH:9][CH:8]=[C:7]2[C:3]=1[CH:4]=[C:5]([CH3:31])[NH:6]2.OC1[C:41]2[N:40]=NN[C:37]=2[CH:36]=[CH:35][CH:34]=1.C(O)(=O)C(O)=O.[CH2:48]1C2(CCNCC2)[CH2:50][O:49]1.C1C2(CCNCC2)CO1.C(N(CC)C(C)C)(C)C.Cl.C(N=C=NCCCN(C)C)C, predict the reaction product. The product is: [F:1][C:2]1[C:10]([O:11][C:12]2[C:21]3[C:16](=[CH:17][C:18]([O:24][CH2:25][CH2:26][CH2:27][C:28]([CH:48]4[C:36]5([CH2:35][CH2:34][NH:40][CH2:41][CH2:37]5)[CH2:50][O:49]4)=[O:29])=[C:19]([O:22][CH3:23])[CH:20]=3)[N:15]=[CH:14][N:13]=2)=[CH:9][CH:8]=[C:7]2[C:3]=1[CH:4]=[C:5]([CH3:31])[NH:6]2. (2) The product is: [CH3:1][C:2]1([CH3:17])[CH2:8][CH2:7][CH2:6][NH:5][C:4]2[CH:10]=[CH:11][C:12]([N+:14]([O-:16])=[O:15])=[CH:13][C:3]1=2. Given the reactants [CH3:1][C:2]1([CH3:17])[CH2:8][CH2:7][C:6](=O)[NH:5][C:4]2[CH:10]=[CH:11][C:12]([N+:14]([O-:16])=[O:15])=[CH:13][C:3]1=2.CO, predict the reaction product. (3) Given the reactants [Cl:1][C:2]1[CH:8]=[C:7]([O:9][C:10]2[C:19]3[C:14](=[CH:15][C:16]([O:22][CH3:23])=[C:17]([O:20][CH3:21])[CH:18]=3)[N:13]=[CH:12][N:11]=2)[CH:6]=[CH:5][C:3]=1[NH2:4].C1(C)C=CC=CC=1.C(N(CC)CC)C.ClC(Cl)(O[C:42](=[O:48])[O:43][C:44](Cl)(Cl)Cl)Cl.[CH3:50][O:51][C:52]1[CH:53]=[C:54]([CH:60]=[CH:61][CH:62]=1)[O:55][CH2:56][CH2:57]CO, predict the reaction product. The product is: [Cl:1][C:2]1[CH:8]=[C:7]([O:9][C:10]2[C:19]3[C:14](=[CH:15][C:16]([O:22][CH3:23])=[C:17]([O:20][CH3:21])[CH:18]=3)[N:13]=[CH:12][N:11]=2)[CH:6]=[CH:5][C:3]=1[NH:4][C:42](=[O:48])[O:43][CH2:44][CH2:57][CH2:56][O:55][C:54]1[CH:60]=[CH:61][CH:62]=[C:52]([O:51][CH3:50])[CH:53]=1. (4) Given the reactants C=O.[Br:3][C:4]1[CH:19]=[CH:18][CH:17]=[CH:16][C:5]=1[CH2:6][O:7][CH2:8][CH2:9][CH:10]1[CH2:15][CH2:14][NH:13][CH2:12][CH2:11]1.[C:20](O[BH-](OC(=O)C)OC(=O)C)(=O)C.[Na+], predict the reaction product. The product is: [Br:3][C:4]1[CH:19]=[CH:18][CH:17]=[CH:16][C:5]=1[CH2:6][O:7][CH2:8][CH2:9][CH:10]1[CH2:15][CH2:14][N:13]([CH3:20])[CH2:12][CH2:11]1. (5) Given the reactants [C:1]1([C:20]2[CH:25]=[CH:24][CH:23]=[CH:22][CH:21]=2)[CH:6]=[CH:5][C:4]([C:7]([N:9]2[CH2:13]/[C:12](=[N:14]\[O:15][CH3:16])/[CH2:11][C@H:10]2[C:17]([NH2:19])=O)=[O:8])=[CH:3][CH:2]=1.C1(C)C=CC(S(Cl)(=O)=O)=CC=1, predict the reaction product. The product is: [C:1]1([C:20]2[CH:25]=[CH:24][CH:23]=[CH:22][CH:21]=2)[CH:2]=[CH:3][C:4]([C:7]([N:9]2[CH2:13]/[C:12](=[N:14]\[O:15][CH3:16])/[CH2:11][C@H:10]2[C:17]#[N:19])=[O:8])=[CH:5][CH:6]=1.